This data is from Full USPTO retrosynthesis dataset with 1.9M reactions from patents (1976-2016). The task is: Predict the reactants needed to synthesize the given product. (1) Given the product [F:22][C:23]1[CH:32]=[C:31]2[C:26]([CH:27]=[CH:28][C:29](=[O:36])[N:30]2[CH2:33][CH2:34][N:5]2[CH2:6][CH2:7][C@@H:2]([OH:1])[C@@H:3]([CH2:8][NH:9][C:10](=[O:19])[O:11][CH2:12][C:13]3[CH:18]=[CH:17][CH:16]=[CH:15][CH:14]=3)[CH2:4]2)=[CH:25][CH:24]=1, predict the reactants needed to synthesize it. The reactants are: [OH:1][C@@H:2]1[CH2:7][CH2:6][NH:5][CH2:4][C@@H:3]1[CH2:8][NH:9][C:10](=[O:19])[O:11][CH2:12][C:13]1[CH:18]=[CH:17][CH:16]=[CH:15][CH:14]=1.CO.[F:22][C:23]1[CH:32]=[C:31]2[C:26]([CH:27]=[CH:28][C:29](=[O:36])[N:30]2[CH2:33][CH:34]=O)=[CH:25][CH:24]=1.C(O[BH-](OC(=O)C)OC(=O)C)(=O)C.[Na+]. (2) Given the product [Cl:39][C:13]1[CH:12]=[C:11]([NH:8][CH3:6])[CH:38]=[CH:37][C:14]=1[CH2:15][N:16]1[C:20]2=[N:21][C:22]([C:25](=[O:35])[NH:26][S:27]([CH2:30][CH2:31][CH2:32][CH2:33][CH3:34])(=[O:29])=[O:28])=[CH:23][CH:24]=[C:19]2[N:18]=[C:17]1[CH3:36], predict the reactants needed to synthesize it. The reactants are: C(O[C:6]([N:8]([C:11]1[CH:38]=[CH:37][C:14]([CH2:15][N:16]2[C:20]3=[N:21][C:22]([C:25](=[O:35])[NH:26][S:27]([CH2:30][CH2:31][CH2:32][CH2:33][CH3:34])(=[O:29])=[O:28])=[CH:23][CH:24]=[C:19]3[N:18]=[C:17]2[CH3:36])=[C:13]([Cl:39])[CH:12]=1)CC)=O)(C)(C)C.FC(F)(F)C(O)=O.